This data is from Catalyst prediction with 721,799 reactions and 888 catalyst types from USPTO. The task is: Predict which catalyst facilitates the given reaction. (1) Reactant: [Cl:1][C:2]1[N:3]=[C:4](Cl)[C:5]2[CH:10]=[CH:9][NH:8][C:6]=2[N:7]=1.[NH3:12]. Product: [Cl:1][C:2]1[N:3]=[C:4]([NH2:12])[C:5]2[CH:10]=[CH:9][NH:8][C:6]=2[N:7]=1. The catalyst class is: 25. (2) Product: [CH2:1]([O:8][C:9]1[CH:17]=[C:16]2[C:12]([C:13]3([CH2:29][N:28]([CH2:35][CH2:34][S:31]([CH3:30])(=[O:33])=[O:32])[CH2:27]3)[CH2:14][N:15]2[CH2:18][C:19]2[CH:20]=[CH:21][C:22]([O:25][CH3:26])=[CH:23][CH:24]=2)=[CH:11][CH:10]=1)[C:2]1[CH:3]=[CH:4][CH:5]=[CH:6][CH:7]=1. The catalyst class is: 13. Reactant: [CH2:1]([O:8][C:9]1[CH:17]=[C:16]2[C:12]([C:13]3([CH2:29][NH:28][CH2:27]3)[CH2:14][N:15]2[CH2:18][C:19]2[CH:24]=[CH:23][C:22]([O:25][CH3:26])=[CH:21][CH:20]=2)=[CH:11][CH:10]=1)[C:2]1[CH:7]=[CH:6][CH:5]=[CH:4][CH:3]=1.[CH3:30][S:31]([CH:34]=[CH2:35])(=[O:33])=[O:32].CO.